This data is from Forward reaction prediction with 1.9M reactions from USPTO patents (1976-2016). The task is: Predict the product of the given reaction. (1) Given the reactants [NH:1]1[CH2:6][CH2:5][O:4][CH2:3][CH2:2]1.[CH:7]([C:9]1[CH:34]=[CH:33][C:12]([C:13]([NH:15][C:16]2[CH:17]=[CH:18][C:19]([O:22][C:23](=[O:32])[N:24]([CH3:31])[C:25]3[CH:30]=[CH:29][CH:28]=[CH:27][CH:26]=3)=[N:20][CH:21]=2)=[O:14])=[CH:11][CH:10]=1)=O.C([BH3-])#N.[Na+], predict the reaction product. The product is: [N:1]1([CH2:7][C:9]2[CH:10]=[CH:11][C:12]([C:13]([NH:15][C:16]3[CH:17]=[CH:18][C:19]([O:22][C:23](=[O:32])[N:24]([CH3:31])[C:25]4[CH:30]=[CH:29][CH:28]=[CH:27][CH:26]=4)=[N:20][CH:21]=3)=[O:14])=[CH:33][CH:34]=2)[CH2:6][CH2:5][O:4][CH2:3][CH2:2]1. (2) Given the reactants NC(C1C=CC(OCCO[Si](C)(C)C)=CC=1)C(NC(C(C1C=CC=CC=1)C)C([NH:9][C:10]1[CH:15]=[CH:14][C:13]([CH:16]2[CH2:18][CH2:17]2)=[CH:12][C:11]=1[F:19])=O)=O.N1C=CC=CC=1.ClC(Cl)(OC(=O)OC(Cl)(Cl)Cl)Cl.Cl, predict the reaction product. The product is: [CH:16]1([C:13]2[CH:14]=[CH:15][C:10]([NH2:9])=[C:11]([F:19])[CH:12]=2)[CH2:18][CH2:17]1. (3) The product is: [CH2:2]([C:6]1[CH:7]=[CH:8][C:9]([C:12]#[C:13][C:14]2[CH:34]=[CH:33][C:17]([CH2:18][N:19]([C:20]3[CH:32]=[CH:31][C:23]4[O:24][C:25]([CH3:30])([CH3:29])[O:26][C:27](=[O:28])[C:22]=4[CH:21]=3)[C:41]([C:38]3[CH:39]=[CH:40][C:35]([C:44]4[CH:45]=[CH:46][CH:47]=[CH:48][CH:49]=4)=[CH:36][CH:37]=3)=[O:42])=[CH:16][CH:15]=2)=[CH:10][CH:11]=1)[CH2:3][CH2:4][CH3:5]. Given the reactants Cl.[CH2:2]([C:6]1[CH:11]=[CH:10][C:9]([C:12]#[C:13][C:14]2[CH:34]=[CH:33][C:17]([CH2:18][NH:19][C:20]3[CH:32]=[CH:31][C:23]4[O:24][C:25]([CH3:30])([CH3:29])[O:26][C:27](=[O:28])[C:22]=4[CH:21]=3)=[CH:16][CH:15]=2)=[CH:8][CH:7]=1)[CH2:3][CH2:4][CH3:5].[C:35]1([C:44]2[CH:49]=[CH:48][CH:47]=[CH:46][CH:45]=2)[CH:40]=[CH:39][C:38]([C:41](Cl)=[O:42])=[CH:37][CH:36]=1, predict the reaction product. (4) Given the reactants [CH3:1][C:2]1[NH:3][C:4](=[O:23])[N:5]([C:16]2[CH:17]=[C:18]([CH3:22])[CH:19]=[CH:20][CH:21]=2)[C:6]=1[C:7]1[CH:8]=[CH:9][C:10]2[N:11]([N:13]=[CH:14][N:15]=2)[CH:12]=1.CN(C)C=O.CC(C)([O-])C.[K+].[C:35]([C:37]1[CH:38]=[C:39]([CH:42]=[CH:43][CH:44]=1)[CH2:40]Br)#[N:36], predict the reaction product. The product is: [N:15]1[CH:14]=[N:13][N:11]2[CH:12]=[C:7]([C:6]3[N:5]([C:16]4[CH:17]=[C:18]([CH3:22])[CH:19]=[CH:20][CH:21]=4)[C:4](=[O:23])[N:3]([CH2:40][C:39]4[CH:38]=[C:37]([CH:44]=[CH:43][CH:42]=4)[C:35]#[N:36])[C:2]=3[CH3:1])[CH:8]=[CH:9][C:10]=12. (5) Given the reactants [CH2:1]([N:4]([C:11]1[C:12](Br)=[N:13][C:14]([F:17])=[CH:15][CH:16]=1)C(=O)C(F)(F)F)[CH:2]=[CH2:3].[Cl-].C([NH3+])CCC.C([NH3+])CCC.C([NH3+])CCC.C([NH3+])CCC.[Cl-].[Cl-].[Cl-].C(N(CC)CC)C, predict the reaction product. The product is: [F:17][C:14]1[N:13]=[C:12]2[C:2]([CH3:3])=[CH:1][NH:4][C:11]2=[CH:16][CH:15]=1. (6) Given the reactants [CH2:1]([O:8][C:9](=[O:27])[NH:10][C@H:11]1[CH2:16][CH2:15][C@@H:14]([NH:17][C:18]([O:20][C:21]([CH3:24])([CH3:23])[CH3:22])=[O:19])[CH2:13][C@@H:12]1[CH:25]=[CH2:26])[C:2]1[CH:7]=[CH:6][CH:5]=[CH:4][CH:3]=1.B1C2CCCC1CCC2.C1C[O:40]CC1, predict the reaction product. The product is: [CH2:1]([O:8][C:9](=[O:27])[NH:10][C@H:11]1[CH2:16][CH2:15][C@@H:14]([NH:17][C:18]([O:20][C:21]([CH3:22])([CH3:23])[CH3:24])=[O:19])[CH2:13][C@@H:12]1[CH2:25][CH2:26][OH:40])[C:2]1[CH:7]=[CH:6][CH:5]=[CH:4][CH:3]=1.